From a dataset of Full USPTO retrosynthesis dataset with 1.9M reactions from patents (1976-2016). Predict the reactants needed to synthesize the given product. (1) Given the product [CH2:1]([O:8][C:9]1[C:10]([C:25]2[CH2:30][CH2:29][C:28]([CH3:32])([CH3:31])[CH2:27][CH:26]=2)=[C:11]([CH:19]([O:24][C:2]([CH3:7])([CH3:3])[CH3:1])[C:20]([O:22][CH3:23])=[O:21])[C:12]([C:15]([F:17])([F:18])[F:16])=[CH:13][CH:14]=1)[C:2]1[CH:3]=[CH:4][CH:5]=[CH:6][CH:7]=1, predict the reactants needed to synthesize it. The reactants are: [CH2:1]([O:8][C:9]1[C:10]([C:25]2[CH2:30][CH2:29][C:28]([CH3:32])([CH3:31])[CH2:27][CH:26]=2)=[C:11]([CH:19]([OH:24])[C:20]([O:22][CH3:23])=[O:21])[C:12]([C:15]([F:18])([F:17])[F:16])=[CH:13][CH:14]=1)[C:2]1[CH:7]=[CH:6][CH:5]=[CH:4][CH:3]=1.Cl(O)(=O)(=O)=O.[Na]. (2) Given the product [CH3:11][C:12]1[N:17]=[C:16]([S:18][CH2:2][C:3]2[S:7][CH:6]=[N:5][C:4]=2[CH:8]([CH3:10])[CH3:9])[N:15]=[C:14]([OH:19])[CH:13]=1, predict the reactants needed to synthesize it. The reactants are: Br[CH2:2][C:3]1[S:7][CH:6]=[N:5][C:4]=1[CH:8]([CH3:10])[CH3:9].[CH3:11][C:12]1[N:17]=[C:16]([SH:18])[N:15]=[C:14]([OH:19])[CH:13]=1.C(N(CC)CC)C. (3) The reactants are: N1(CC=O)C2C=CC=CC=2N=C1.C(OC(N(CC1C=CC=CN=1)CC1C=CC(CNC2C3N=CC=CC=3CCC2)=CC=1)=O)(C)(C)C.C(O[BH-](OC(=O)C)OC(=O)C)(=O)C.[Na+].C(OC([N:68]([CH2:99][C:100]1[CH:105]=[CH:104][CH:103]=[CH:102][N:101]=1)[CH2:69][C:70]1[CH:75]=[CH:74][C:73]([CH2:76][N:77]([CH2:88][CH2:89][N:90]2[C:94]3[CH:95]=[CH:96][CH:97]=[CH:98][C:93]=3[N:92]=[CH:91]2)[CH:78]2[C:87]3[N:86]=[CH:85][CH:84]=[CH:83][C:82]=3[CH2:81][CH2:80][CH2:79]2)=[CH:72][CH:71]=1)=O)(C)(C)C. Given the product [N:101]1[CH:102]=[CH:103][CH:104]=[CH:105][C:100]=1[CH2:99][NH:68][CH2:69][C:70]1[CH:75]=[CH:74][C:73]([CH2:76][N:77]([CH2:88][CH2:89][N:90]2[C:94]3[CH:95]=[CH:96][CH:97]=[CH:98][C:93]=3[N:92]=[CH:91]2)[CH:78]2[C:87]3[N:86]=[CH:85][CH:84]=[CH:83][C:82]=3[CH2:81][CH2:80][CH2:79]2)=[CH:72][CH:71]=1, predict the reactants needed to synthesize it. (4) The reactants are: Br[C:2]1[CH:13]=[N:12][C:5]2[NH:6][CH2:7][C:8](=[O:11])[NH:9][CH2:10][C:4]=2[CH:3]=1.[C:14]([O:18][C:19]([CH3:22])([CH3:21])[CH3:20])(=[O:17])[CH:15]=[CH2:16].C(N(C(C)C)CC)(C)C. Given the product [C:19]([O:18][C:14](=[O:17])[CH:15]=[CH:16][C:2]1[CH:13]=[N:12][C:5]2[NH:6][CH2:7][C:8](=[O:11])[NH:9][CH2:10][C:4]=2[CH:3]=1)([CH3:22])([CH3:21])[CH3:20], predict the reactants needed to synthesize it. (5) Given the product [C:15]([C:6]1[C:7]([C:8]2[CH:13]=[CH:12][CH:11]=[C:10]([F:14])[CH:9]=2)=[C:2]([N:1]2[CH2:21][CH2:22][CH2:23][C:24]2=[O:25])[C:3]([CH3:19])=[C:4]([Cl:18])[CH:5]=1)(=[O:17])[CH3:16], predict the reactants needed to synthesize it. The reactants are: [NH2:1][C:2]1[C:7]([C:8]2[CH:13]=[CH:12][CH:11]=[C:10]([F:14])[CH:9]=2)=[C:6]([C:15](=[O:17])[CH3:16])[CH:5]=[C:4]([Cl:18])[C:3]=1[CH3:19].Cl[CH2:21][CH2:22][CH2:23][C:24](Cl)=[O:25].CC(C)([O-])C.[K+]. (6) Given the product [CH2:19]([O:11][C:10](=[O:12])[CH2:9][C:8]([CH2:7][C:6]1[CH:16]=[CH:17][C:3]([O:2][CH3:1])=[CH:4][CH:5]=1)([CH3:15])[CH:13]=[CH2:14])[CH3:20], predict the reactants needed to synthesize it. The reactants are: [CH3:1][O:2][C:3]1[CH:17]=[CH:16][C:6]([CH2:7][C:8]([CH3:15])([CH:13]=[CH2:14])[CH2:9][C:10]([OH:12])=[O:11])=[CH:5][CH:4]=1.Cl.[CH2:19](O)[CH3:20].